From a dataset of Reaction yield outcomes from USPTO patents with 853,638 reactions. Predict the reaction yield, written as a fraction of the theoretical maximum amount of product (1.0 means a 100% yield; for example, 0.34 means a 34% yield). (1) The reactants are [Cl:1][C:2]1[C:10]([C:11]#[N:12])=[CH:9][CH:8]=[C:7]2[C:3]=1[CH:4]=[C:5]([CH:13]([F:15])[F:14])[NH:6]2.C([O-])([O-])=O.[Cs+].[Cs+].Cl[CH2:23][C:24]1[N:28]=[C:27]([C:29]2[CH:34]=[C:33]([F:35])[CH:32]=[C:31]([F:36])[CH:30]=2)[O:26][N:25]=1. The catalyst is CC#N. The product is [Cl:1][C:2]1[C:10]([C:11]#[N:12])=[CH:9][CH:8]=[C:7]2[C:3]=1[CH:4]=[C:5]([CH:13]([F:14])[F:15])[N:6]2[CH2:23][C:24]1[N:28]=[C:27]([C:29]2[CH:34]=[C:33]([F:35])[CH:32]=[C:31]([F:36])[CH:30]=2)[O:26][N:25]=1. The yield is 0.770. (2) The reactants are [Cl:1][C:2]1[C:3]([NH:28][C:29]2[CH:38]=[CH:37][CH:36]=[CH:35][C:30]=2[C:31]([NH:33][CH3:34])=[O:32])=[N:4][C:5]([NH:8][C:9]2[CH:27]=[CH:26][C:12]3[N:13](C(=O)C(F)(F)F)[CH2:14][CH2:15][C:16](=[O:19])[NH:17][CH2:18][C:11]=3[CH:10]=2)=[N:6][CH:7]=1. The catalyst is CCO. The product is [Cl:1][C:2]1[C:3]([NH:28][C:29]2[CH:38]=[CH:37][CH:36]=[CH:35][C:30]=2[C:31]([NH:33][CH3:34])=[O:32])=[N:4][C:5]([NH:8][C:9]2[CH:27]=[CH:26][C:12]3[NH:13][CH2:14][CH2:15][C:16](=[O:19])[NH:17][CH2:18][C:11]=3[CH:10]=2)=[N:6][CH:7]=1. The yield is 0.260. (3) The reactants are Cl[CH2:2][C:3]([NH:5][C:6]1[CH:7]=[C:8]2[C:13](=[CH:14][CH:15]=1)[CH:12]=[N:11][CH:10]=[CH:9]2)=[O:4].[NH:16]1[CH2:21][CH2:20][O:19][CH2:18][CH2:17]1. The catalyst is CO. The product is [NH3:5].[CH:12]1[C:13]2[C:8](=[CH:7][C:6]([NH:5][C:3](=[O:4])[CH2:2][N:16]3[CH2:21][CH2:20][O:19][CH2:18][CH2:17]3)=[CH:15][CH:14]=2)[CH:9]=[CH:10][N:11]=1. The yield is 0.0200. (4) The reactants are Cl.[NH2:2][C@@H:3]([CH2:24][CH:25]1[CH2:30][CH2:29][CH2:28][CH2:27][CH2:26]1)[C:4]([NH:6][C@H:7]1[CH2:13][CH2:12][CH2:11][N:10]([S:14]([C:17]2[CH:22]=[CH:21][CH:20]=[CH:19][N:18]=2)(=[O:16])=[O:15])[CH2:9][C@@H:8]1[OH:23])=[O:5].[N:31]1[CH:36]=[CH:35][CH:34]=[CH:33][C:32]=1[S:37](Cl)(=[O:39])=[O:38].CC(OI1(OC(C)=O)(OC(C)=O)OC(=O)C2C=CC=CC1=2)=O. No catalyst specified. The product is [CH:25]1([CH2:24][C@H:3]([NH:2][S:37]([C:32]2[CH:33]=[CH:34][CH:35]=[CH:36][N:31]=2)(=[O:39])=[O:38])[C:4]([NH:6][C@H:7]2[CH2:13][CH2:12][CH2:11][N:10]([S:14]([C:17]3[CH:22]=[CH:21][CH:20]=[CH:19][N:18]=3)(=[O:15])=[O:16])[CH2:9][C:8]2=[O:23])=[O:5])[CH2:30][CH2:29][CH2:28][CH2:27][CH2:26]1. The yield is 0.150. (5) The reactants are C([O:3][C:4](=[O:27])[CH:5]=[C:6]([C:17]1[CH:22]=[CH:21][C:20]([O:23][CH3:24])=[C:19]([O:25][CH3:26])[CH:18]=1)[C:7]1[CH:12]=[C:11]([O:13][CH3:14])[CH:10]=[C:9]([O:15][CH3:16])[CH:8]=1)C.[OH-].[K+].CO.Cl. The catalyst is O. The product is [CH3:26][O:25][C:19]1[CH:18]=[C:17]([C:6]([C:7]2[CH:8]=[C:9]([O:15][CH3:16])[CH:10]=[C:11]([O:13][CH3:14])[CH:12]=2)=[CH:5][C:4]([OH:27])=[O:3])[CH:22]=[CH:21][C:20]=1[O:23][CH3:24]. The yield is 0.980. (6) The reactants are C[O-].[Na+].C([NH:12][C:13]([NH:15][C:16]1[CH:17]=[C:18]([CH:22]=[C:23]([O:25][CH3:26])[CH:24]=1)[C:19]([OH:21])=[O:20])=[S:14])(=O)C1C=CC=CC=1. The catalyst is CO. The product is [C:13]([NH:15][C:16]1[CH:17]=[C:18]([CH:22]=[C:23]([O:25][CH3:26])[CH:24]=1)[C:19]([OH:21])=[O:20])(=[S:14])[NH2:12]. The yield is 0.920. (7) The reactants are [F:1][C:2]1[CH:7]=[CH:6][CH:5]=[C:4]([O:8][CH3:9])[C:3]=1B(O)O.[CH2:13]([O:20][C:21]([N:23]1[CH2:28][CH2:27][CH2:26][CH:25]([C:29](=[O:38])[NH:30][C:31]2[CH:36]=[C:35](Cl)[N:34]=[CH:33][N:32]=2)[CH2:24]1)=[O:22])[C:14]1[CH:19]=[CH:18][CH:17]=[CH:16][CH:15]=1.C1C=CC(P(C2C=CC=CC=2)C2C=CC=CC=2)=CC=1.C(=O)([O-])[O-].[Na+].[Na+]. The catalyst is C1COCC1.O.C([O-])(=O)C.[Pd+2].C([O-])(=O)C. The product is [CH2:13]([O:20][C:21]([N:23]1[CH2:28][CH2:27][CH2:26][CH:25]([C:29](=[O:38])[NH:30][C:31]2[CH:36]=[C:35]([C:3]3[C:4]([O:8][CH3:9])=[CH:5][CH:6]=[CH:7][C:2]=3[F:1])[N:34]=[CH:33][N:32]=2)[CH2:24]1)=[O:22])[C:14]1[CH:15]=[CH:16][CH:17]=[CH:18][CH:19]=1. The yield is 0.667. (8) The reactants are [O:1]([C:3]1[CH:4]=[C:5]([C:9]2[N:18]=[C:17]([C:19](O)=[O:20])[C:16]3[C:11](=[CH:12][CH:13]=[CH:14][CH:15]=3)[N:10]=2)[CH:6]=[CH:7][CH:8]=1)[CH3:2].Br.[OH:23][C:24]1[C:33]([OH:34])=[CH:32][CH:31]=[C:30]2[C:25]=1[CH2:26][CH2:27][NH:28][CH2:29]2. No catalyst specified. The product is [O:1]([C:3]1[CH:4]=[C:5]([C:9]2[N:18]=[C:17]([C:19]([N:28]3[CH2:27][CH2:26][C:25]4[C:30](=[CH:31][CH:32]=[C:33]([OH:34])[C:24]=4[OH:23])[CH2:29]3)=[O:20])[C:16]3[C:11](=[CH:12][CH:13]=[CH:14][CH:15]=3)[N:10]=2)[CH:6]=[CH:7][CH:8]=1)[CH3:2]. The yield is 0.0900.